Dataset: Forward reaction prediction with 1.9M reactions from USPTO patents (1976-2016). Task: Predict the product of the given reaction. (1) Given the reactants [CH3:1][O:2][C:3]1[CH:11]=[CH:10][C:6]([C:7]([OH:9])=O)=[CH:5][C:4]=1[NH:12][C:13]([NH:15][C:16]1[CH:21]=[N:20][CH:19]=[CH:18][N:17]=1)=[O:14].[CH2:22]([NH2:26])[CH2:23][CH2:24][CH3:25].C(N(C(C)C)CC)(C)C, predict the reaction product. The product is: [CH2:22]([NH:26][C:7](=[O:9])[C:6]1[CH:10]=[CH:11][C:3]([O:2][CH3:1])=[C:4]([NH:12][C:13]([NH:15][C:16]2[CH:21]=[N:20][CH:19]=[CH:18][N:17]=2)=[O:14])[CH:5]=1)[CH2:23][CH2:24][CH3:25]. (2) Given the reactants C(N(CC)CC)C.[CH2:8]=[C:9]1[CH2:32][CH:31]=[CH:30][C:29](=[CH2:33])[CH:10]1[CH2:11][O:12][C:13]1[CH:14]=[C:15]([C:19](=[O:28])[CH:20](Br)[CH2:21][C:22]([O:24][CH2:25][CH3:26])=[O:23])[CH:16]=[CH:17][CH:18]=1, predict the reaction product. The product is: [CH3:33][C:29]1[CH:30]=[CH:31][CH:32]=[C:9]([CH3:8])[C:10]=1[CH2:11][O:12][C:13]1[CH:14]=[C:15]([C:19](=[O:28])[CH:20]=[CH:21][C:22]([O:24][CH2:25][CH3:26])=[O:23])[CH:16]=[CH:17][CH:18]=1. (3) Given the reactants [Cl:1][C:2]1[CH:23]=[C:22]([Cl:24])[CH:21]=[CH:20][C:3]=1[CH2:4][O:5][C:6]1[CH:11]=[C:10]([O:12][CH:13]([CH3:15])[CH3:14])[CH:9]=[CH:8][C:7]=1[CH2:16][CH2:17][CH2:18][OH:19].O[C:26]1[C:30]([CH2:31][C:32]([O:34]C)=[O:33])=[CH:29][N:28]([CH3:36])[N:27]=1.C(P(CCCC)CCCC)CCC.N(C(N1CCCCC1)=O)=NC(N1CCCCC1)=O.O1CCCC1CO.[OH-].[Na+].Cl, predict the reaction product. The product is: [Cl:1][C:2]1[CH:23]=[C:22]([Cl:24])[CH:21]=[CH:20][C:3]=1[CH2:4][O:5][C:6]1[CH:11]=[C:10]([O:12][CH:13]([CH3:14])[CH3:15])[CH:9]=[CH:8][C:7]=1[CH2:16][CH2:17][CH2:18][O:19][C:26]1[C:30]([CH2:31][C:32]([OH:34])=[O:33])=[CH:29][N:28]([CH3:36])[N:27]=1. (4) Given the reactants [CH3:1][C@H:2]1[CH2:7][O:6][CH2:5][CH2:4][N:3]1[C:8]1(N)[N:13]=[CH:12][CH:11]=[C:10]([N:14]2[CH2:19][CH2:18][O:17][CH2:16][C@@H:15]2[CH3:20])[NH:9]1.[CH3:22][O:23][C:24]1[CH:32]=[CH:31][C:27]([C:28](Cl)=[O:29])=[CH:26][C:25]=1[C:33]([F:36])([F:35])[F:34].[N:37]1C=CC=CC=1, predict the reaction product. The product is: [CH3:1][C@H:2]1[CH2:7][O:6][CH2:5][CH2:4][N:3]1[C:8]1[N:13]=[C:12]([NH:37][C:28](=[O:29])[C:27]2[CH:31]=[CH:32][C:24]([O:23][CH3:22])=[C:25]([C:33]([F:36])([F:35])[F:34])[CH:26]=2)[CH:11]=[C:10]([N:14]2[CH2:19][CH2:18][O:17][CH2:16][C@@H:15]2[CH3:20])[N:9]=1. (5) The product is: [F:26][C:2]1([F:1])[CH2:7][CH2:6][CH:5]([CH2:8][NH:9][C:10]([C:12]2[CH:13]=[C:14]([CH2:22][CH2:23][OH:24])[N:15]3[C:20]=2[C:19]([Cl:21])=[CH:18][CH:17]=[CH:16]3)=[O:11])[CH2:4][CH2:3]1. Given the reactants [F:1][C:2]1([F:26])[CH2:7][CH2:6][CH:5]([CH2:8][NH:9][C:10]([C:12]2[CH:13]=[C:14]([CH2:22][CH2:23][O:24]C)[N:15]3[C:20]=2[C:19]([Cl:21])=[CH:18][CH:17]=[CH:16]3)=[O:11])[CH2:4][CH2:3]1.Cl.N1C=CC=CC=1, predict the reaction product.